Task: Regression. Given a peptide amino acid sequence and an MHC pseudo amino acid sequence, predict their binding affinity value. This is MHC class I binding data.. Dataset: Peptide-MHC class I binding affinity with 185,985 pairs from IEDB/IMGT (1) The peptide sequence is YLAKLFLDH. The MHC is HLA-A26:01 with pseudo-sequence HLA-A26:01. The binding affinity (normalized) is 0.0847. (2) The peptide sequence is IRQLIRLLTWL. The MHC is Mamu-B08 with pseudo-sequence Mamu-B08. The binding affinity (normalized) is 0.786. (3) The peptide sequence is QGMSPSYVK. The MHC is HLA-A33:01 with pseudo-sequence HLA-A33:01. The binding affinity (normalized) is 0.292. (4) The peptide sequence is AVGVVCTGL. The MHC is HLA-B46:01 with pseudo-sequence HLA-B46:01. The binding affinity (normalized) is 0.0847. (5) The peptide sequence is ILLRKGHVF. The MHC is HLA-A30:01 with pseudo-sequence HLA-A30:01. The binding affinity (normalized) is 0.0847. (6) The MHC is HLA-A24:03 with pseudo-sequence HLA-A24:03. The binding affinity (normalized) is 1.00. The peptide sequence is VYTNAIQYV. (7) The peptide sequence is LASSEPHCA. The MHC is HLA-A23:01 with pseudo-sequence HLA-A23:01. The binding affinity (normalized) is 0. (8) The peptide sequence is IFDDLQGSL. The MHC is HLA-B39:01 with pseudo-sequence HLA-B39:01. The binding affinity (normalized) is 0.0847. (9) The peptide sequence is DEEAINLFH. The MHC is HLA-A02:16 with pseudo-sequence HLA-A02:16. The binding affinity (normalized) is 0.0847. (10) The MHC is HLA-B15:03 with pseudo-sequence YYSEYREISTNTYESNLYLRYDSYTWAELAYLWY. The binding affinity (normalized) is 0.543. The peptide sequence is ILFYFANGI.